This data is from Full USPTO retrosynthesis dataset with 1.9M reactions from patents (1976-2016). The task is: Predict the reactants needed to synthesize the given product. (1) The reactants are: [CH3:1][NH:2]N.Cl.C[N:6](C)[CH:7]=[CH:8][C:9]([C:11]1[CH:16]=[C:15]([NH:17][C:18](=[O:20])[CH3:19])[CH:14]=[CH:13][C:12]=1[O:21][CH3:22])=O.N.CN1C=CC=N1. Given the product [CH3:22][O:21][C:12]1[CH:13]=[CH:14][C:15]([NH:17][C:18](=[O:20])[CH3:19])=[CH:16][C:11]=1[C:9]1[N:2]([CH3:1])[N:6]=[CH:7][CH:8]=1, predict the reactants needed to synthesize it. (2) Given the product [C:7]([C:5]1[O:6][C:2]([C:76]2[CH:77]=[CH:78][C:79]([N:82]3[CH2:83][CH2:84][S:85](=[N:98][CH3:97])(=[O:89])[CH2:86][CH2:87]3)=[CH:80][CH:81]=2)=[C:3]([C@@H:11]2[CH2:16][CH2:15][C@H:14]([F:17])[CH2:13][C@H:12]2[C:18]([O:20][CH3:21])=[O:19])[N:4]=1)([CH3:10])([CH3:9])[CH3:8], predict the reactants needed to synthesize it. The reactants are: Br[C:2]1[O:6][C:5]([C:7]([CH3:10])([CH3:9])[CH3:8])=[N:4][C:3]=1[C@@H:11]1[CH2:16][CH2:15][C@H:14]([F:17])[CH2:13][C@H:12]1[C:18]([O:20][CH3:21])=[O:19].C1C=C(S([O-])(=O)=O)C=C(P(C2C=CC=C(S([O-])(=O)=O)C=2)C2C=CC=C(S([O-])(=O)=O)C=2)C=1.[Na+].[Na+].[Na+].C(C1(NC([C@@H]2C[C@@H](F)CC[C@H]2C2N=C(C3C=NC=C(F)C=3)SC=2[C:76]2[CH:81]=[CH:80][C:79]([N:82]3[CH2:87][CH2:86][S:85](=[O:89])(=O)[CH2:84][CH2:83]3)=[CH:78][CH:77]=2)=O)CC1)#N.[CH3:97][N:98](C=O)C. (3) Given the product [CH3:1][O:2][C:3]([C:5]1[N:6]=[C:7]([NH:10][C:11](=[O:30])[C@@H:12]([NH2:22])[CH2:13][C:14]2[CH:19]=[CH:18][CH:17]=[CH:16][C:15]=2[C:20]#[N:21])[S:8][CH:9]=1)=[O:4], predict the reactants needed to synthesize it. The reactants are: [CH3:1][O:2][C:3]([C:5]1[N:6]=[C:7]([NH:10][C:11](=[O:30])[C@@H:12]([NH:22]C(OC(C)(C)C)=O)[CH2:13][C:14]2[CH:19]=[CH:18][CH:17]=[CH:16][C:15]=2[C:20]#[N:21])[S:8][CH:9]=1)=[O:4].FC(F)(F)C(O)=O. (4) Given the product [CH2:18]([O:17][C:14]1[CH:15]=[CH:16][C:11](/[CH:10]=[C:7]2/[C:8](=[O:9])[N:4]([CH2:3][CH2:2][NH:1][S:22]([CH3:21])(=[O:24])=[O:23])[C:5](=[O:20])[S:6]/2)=[CH:12][CH:13]=1)[CH3:19], predict the reactants needed to synthesize it. The reactants are: [NH2:1][CH2:2][CH2:3][N:4]1[C:8](=[O:9])/[C:7](=[CH:10]/[C:11]2[CH:16]=[CH:15][C:14]([O:17][CH2:18][CH3:19])=[CH:13][CH:12]=2)/[S:6][C:5]1=[O:20].[CH3:21][S:22](Cl)(=[O:24])=[O:23].CCN(C(C)C)C(C)C.C(OC1C=CC(/C=C2/C(=O)N(CCNC(=O)C)C(=O)S/2)=CC=1)C.